Dataset: Reaction yield outcomes from USPTO patents with 853,638 reactions. Task: Predict the reaction yield, written as a fraction of the theoretical maximum amount of product (1.0 means a 100% yield; for example, 0.34 means a 34% yield). (1) The reactants are CS(Cl)(=O)=O.[Cl:6][C:7]1[C:8]([C:13]2[N:17]([CH2:18][C:19]([F:22])([F:21])[F:20])[N:16]=[CH:15][C:14]=2[C:23]([OH:25])=O)=[N:9][CH:10]=[CH:11][CH:12]=1.C(N(CC)CC)C.[NH2:33][C:34]1[C:42]([CH3:43])=[CH:41][C:40]([Cl:44])=[CH:39][C:35]=1[C:36](O)=[O:37].C([O-])([O-])=O.[K+].[K+]. The catalyst is C(#N)C. The product is [Cl:44][C:40]1[CH:41]=[C:42]([CH3:43])[C:34]2[N:33]=[C:23]([C:14]3[CH:15]=[N:16][N:17]([CH2:18][C:19]([F:20])([F:21])[F:22])[C:13]=3[C:8]3[C:7]([Cl:6])=[CH:12][CH:11]=[CH:10][N:9]=3)[O:25][C:36](=[O:37])[C:35]=2[CH:39]=1. The yield is 0.220. (2) The reactants are Br[C:2]1[CH:3]=[C:4]2[C:9](=[CH:10][CH:11]=1)[N:8]=[C:7]([CH:12]1[CH2:14][CH2:13]1)[N:6]=[C:5]2[N:15]1[CH2:20][CH2:19][N:18]([C:21]2[CH:26]=[CH:25][CH:24]=[CH:23][C:22]=2[O:27][CH3:28])[CH2:17][CH2:16]1.C(O[Na])(C)(C)C.C1C=CC(P(C2C(C3C(P(C4C=CC=CC=4)C4C=CC=CC=4)=CC=C4C=3C=CC=C4)=C3C(C=CC=C3)=CC=2)C2C=CC=CC=2)=CC=1.[NH:81]([CH3:83])[CH3:82]. The catalyst is C1(C)C=CC=CC=1.C1COCC1.C1C=CC(/C=C/C(/C=C/C2C=CC=CC=2)=O)=CC=1.C1C=CC(/C=C/C(/C=C/C2C=CC=CC=2)=O)=CC=1.C1C=CC(/C=C/C(/C=C/C2C=CC=CC=2)=O)=CC=1.[Pd].[Pd]. The product is [CH:12]1([C:7]2[N:6]=[C:5]([N:15]3[CH2:16][CH2:17][N:18]([C:21]4[CH:26]=[CH:25][CH:24]=[CH:23][C:22]=4[O:27][CH3:28])[CH2:19][CH2:20]3)[C:4]3[C:9](=[CH:10][CH:11]=[C:2]([N:81]([CH3:83])[CH3:82])[CH:3]=3)[N:8]=2)[CH2:13][CH2:14]1. The yield is 0.100. (3) The reactants are [CH:1]([N:4]1[CH2:9][CH2:8][N:7]([C:10]([C:12]2[CH:13]=[C:14]3[C:18](=[CH:19][CH:20]=2)[NH:17][C:16]([C:21]([N:23]2[CH2:28][CH2:27][N:26]([S:29]([CH3:32])(=[O:31])=[O:30])[CH2:25][CH2:24]2)=[O:22])=[CH:15]3)=[O:11])[CH2:6][CH2:5]1)([CH3:3])[CH3:2].[Cl:33][C:34]1[CH:35]=[C:36](B(O)O)[CH:37]=[CH:38][CH:39]=1.N1C=CC=CC=1. The catalyst is C(Cl)(Cl)Cl.C([O-])(=O)C.[Cu+2].C([O-])(=O)C. The product is [Cl:33][C:34]1[CH:39]=[C:38]([N:17]2[C:18]3[C:14](=[CH:13][C:12]([C:10]([N:7]4[CH2:8][CH2:9][N:4]([CH:1]([CH3:3])[CH3:2])[CH2:5][CH2:6]4)=[O:11])=[CH:20][CH:19]=3)[CH:15]=[C:16]2[C:21]([N:23]2[CH2:24][CH2:25][N:26]([S:29]([CH3:32])(=[O:30])=[O:31])[CH2:27][CH2:28]2)=[O:22])[CH:37]=[CH:36][CH:35]=1. The yield is 0.420. (4) The reactants are [S:1]1[CH:5]=[CH:4][N:3]=[CH:2]1.C([O-])(=O)C.[K+].[F:11][C:12]1[CH:17]=[CH:16][C:15](I)=[CH:14][CH:13]=1. The catalyst is CC(N(C)C)=O.O.[OH-].[Pd+2].[OH-]. The product is [F:11][C:12]1[CH:17]=[CH:16][C:15]([C:5]2[S:1][CH:2]=[N:3][CH:4]=2)=[CH:14][CH:13]=1. The yield is 0.220. (5) The reactants are [CH3:1][C:2]1[CH:6]=[C:5]([CH3:7])[N:4]([C:8]2[CH:9]=[C:10]([CH:25]=[CH:26][CH:27]=2)[O:11][C:12]2[CH:24]=[CH:23][C:22]3[C:21]4[C:16](=[CH:17][CH:18]=[CH:19][CH:20]=4)[NH:15][C:14]=3[CH:13]=2)[N:3]=1.Cl[C:29]1[CH:34]=[C:33]([N:35]2[C:47]3[CH:46]=[CH:45][CH:44]=[CH:43][C:42]=3[C:41]3[C:36]2=[CH:37][CH:38]=[CH:39][CH:40]=3)[CH:32]=[CH:31][N:30]=1. No catalyst specified. The product is [CH:46]1[C:47]2[N:35]([C:33]3[CH:32]=[CH:31][N:30]=[C:29]([N:15]4[C:14]5[CH:13]=[C:12]([O:11][C:10]6[CH:25]=[CH:26][CH:27]=[C:8]([N:4]7[C:5]([CH3:7])=[CH:6][C:2]([CH3:1])=[N:3]7)[CH:9]=6)[CH:24]=[CH:23][C:22]=5[C:21]5[C:16]4=[CH:17][CH:18]=[CH:19][CH:20]=5)[CH:34]=3)[C:36]3[C:41](=[CH:40][CH:39]=[CH:38][CH:37]=3)[C:42]=2[CH:43]=[CH:44][CH:45]=1. The yield is 0.970.